Task: Predict the reactants needed to synthesize the given product.. Dataset: Full USPTO retrosynthesis dataset with 1.9M reactions from patents (1976-2016) (1) Given the product [C:1]1([S:7][C:8]2[CH:9]=[C:10]([CH:23]=[CH:24][CH:25]=2)[CH2:11][NH2:12])[CH:6]=[CH:5][CH:4]=[CH:3][CH:2]=1, predict the reactants needed to synthesize it. The reactants are: [C:1]1([S:7][C:8]2[CH:9]=[C:10]([CH:23]=[CH:24][CH:25]=2)[CH2:11][N:12]2C(=O)C3C(=CC=CC=3)C2=O)[CH:6]=[CH:5][CH:4]=[CH:3][CH:2]=1.O.NN.O. (2) Given the product [C:41]([N:38]1[CH2:39][CH2:40][N:35]2[N:34]=[C:33]([NH:32][C:30]3[C:29](=[O:45])[N:28]([CH3:46])[CH:27]=[C:26]([C:7]4[C:6]([CH2:5][OH:4])=[C:11]([N:12]5[CH2:24][CH2:23][N:15]6[C:16]7[CH2:17][CH2:18][CH2:19][CH2:20][C:21]=7[CH:22]=[C:14]6[C:13]5=[O:25])[CH:10]=[CH:9][CH:8]=4)[CH:31]=3)[CH:44]=[C:36]2[CH2:37]1)(=[O:43])[CH3:42], predict the reactants needed to synthesize it. The reactants are: C([O:4][CH2:5][C:6]1[C:11]([N:12]2[CH2:24][CH2:23][N:15]3[C:16]4[CH2:17][CH2:18][CH2:19][CH2:20][C:21]=4[CH:22]=[C:14]3[C:13]2=[O:25])=[CH:10][CH:9]=[CH:8][C:7]=1[C:26]1[CH:31]=[C:30]([NH:32][C:33]2[CH:44]=[C:36]3[CH2:37][N:38]([C:41](=[O:43])[CH3:42])[CH2:39][CH2:40][N:35]3[N:34]=2)[C:29](=[O:45])[N:28]([CH3:46])[CH:27]=1)(=O)C.[OH-].[Li+].C1COCC1.CC(O)C. (3) Given the product [NH2:28][C:9]1[C:8]([C:4]2[CH:3]=[C:2]([NH:1][C:39](=[O:40])/[CH:38]=[CH:37]/[CH2:36][N:32]3[CH2:33][CH2:34][CH2:35][C:30]([F:29])([F:42])[CH2:31]3)[CH:7]=[CH:6][CH:5]=2)=[C:13]([O:14][C:15]2[CH:20]=[CH:19][C:18]([O:21][C:22]3[CH:27]=[CH:26][CH:25]=[CH:24][CH:23]=3)=[CH:17][CH:16]=2)[N:12]=[CH:11][N:10]=1, predict the reactants needed to synthesize it. The reactants are: [NH2:1][C:2]1[CH:3]=[C:4]([C:8]2[C:9]([NH2:28])=[N:10][CH:11]=[N:12][C:13]=2[O:14][C:15]2[CH:20]=[CH:19][C:18]([O:21][C:22]3[CH:27]=[CH:26][CH:25]=[CH:24][CH:23]=3)=[CH:17][CH:16]=2)[CH:5]=[CH:6][CH:7]=1.[F:29][C:30]1([F:42])[CH2:35][CH2:34][CH2:33][N:32]([CH2:36]/[CH:37]=[CH:38]/[C:39](O)=[O:40])[CH2:31]1. (4) Given the product [CH2:1]([O:8][C:9]1[C:14](=[O:15])[CH:13]=[C:12]([CH2:16][NH:17][S:18]([C:21]2[CH:26]=[CH:25][CH:24]=[CH:23][C:22]=2[Cl:27])(=[O:20])=[O:19])[N:46]([CH3:45])[C:10]=1[C:28]([OH:30])=[O:29])[C:2]1[CH:7]=[CH:6][CH:5]=[CH:4][CH:3]=1, predict the reactants needed to synthesize it. The reactants are: [CH2:1]([O:8][C:9]1[C:14](=[O:15])[CH:13]=[C:12]([CH2:16][NH:17][S:18]([C:21]2[CH:26]=[CH:25][CH:24]=[CH:23][C:22]=2[Cl:27])(=[O:20])=[O:19])O[C:10]=1[C:28]([OH:30])=[O:29])[C:2]1[CH:7]=[CH:6][CH:5]=[CH:4][CH:3]=1.C1(S(C(N)C2[N:46](C)[C:45](C(O)=O)=C(OCC3C=CC=CC=3)C(=O)C=2)(=O)=O)C=CC=CC=1. (5) Given the product [O:4]1[CH2:5][CH2:6][N:1]([C:8]2[CH:13]=[CH:12][C:11]([N+:14]([O-:16])=[O:15])=[CH:10][C:9]=2[OH:17])[CH2:2][CH2:3]1, predict the reactants needed to synthesize it. The reactants are: [NH:1]1[CH2:6][CH2:5][O:4][CH2:3][CH2:2]1.Br[C:8]1[CH:13]=[CH:12][C:11]([N+:14]([O-:16])=[O:15])=[CH:10][C:9]=1[OH:17].C(N(CC)CC)C. (6) Given the product [Cl:9][C:10]1[CH:11]=[C:12]([NH:23][C:24]2[C:33]3[C:28](=[CH:29][CH:30]=[CH:31][C:32]=3[O:34][CH2:35][C@H:36]3[CH2:40][CH2:39][CH2:38][N:37]3[C:41](=[O:44])[CH2:42][OH:43])[N:27]=[CH:26][N:25]=2)[CH:13]=[CH:14][C:15]=1[O:8][CH2:7][C:2]1[CH:3]=[N:4][CH:5]=[CH:6][N:1]=1, predict the reactants needed to synthesize it. The reactants are: [N:1]1[CH:6]=[CH:5][N:4]=[CH:3][C:2]=1[CH2:7][OH:8].[Cl:9][C:10]1[CH:11]=[C:12]([NH:23][C:24]2[C:33]3[C:28](=[CH:29][CH:30]=[CH:31][C:32]=3[O:34][CH2:35][C@H:36]3[CH2:40][CH2:39][CH2:38][N:37]3[C:41](=[O:44])[CH2:42][OH:43])[N:27]=[CH:26][N:25]=2)[CH:13]=[CH:14][C:15]=1OCC1N=CSC=1.